This data is from Full USPTO retrosynthesis dataset with 1.9M reactions from patents (1976-2016). The task is: Predict the reactants needed to synthesize the given product. (1) The reactants are: [CH2:1]1[O:9][C:8]2[CH:7]=[CH:6][C:5]([C:10]3[C:19]4[C:14](=[CH:15][C:16]5[O:22][CH2:21][O:20][C:17]=5[CH:18]=4)[NH:13][C:12](=O)[N:11]=3)=[CH:4][C:3]=2[O:2]1.P(Cl)(Cl)([Cl:26])=O.[OH-].[Na+]. Given the product [Cl:26][C:12]1[N:11]=[C:10]([C:5]2[CH:6]=[CH:7][C:8]3[O:9][CH2:1][O:2][C:3]=3[CH:4]=2)[C:19]2[C:14](=[CH:15][C:16]3[O:22][CH2:21][O:20][C:17]=3[CH:18]=2)[N:13]=1, predict the reactants needed to synthesize it. (2) Given the product [CH2:18]([C:22]1([N:29]([CH3:31])[CH3:30])[CH2:27][CH2:26][C:25]([C:10]2[NH:11][C:12]3[C:17]([C:9]=2[CH2:8][CH2:7][C:4]2[CH:3]=[CH:2][N:1]=[CH:6][CH:5]=2)=[CH:16][CH:15]=[CH:14][CH:13]=3)([C:10]2[NH:11][C:12]3[C:17]([C:9]=2[CH2:8][CH2:7][C:4]2[CH:5]=[CH:6][N:1]=[CH:2][CH:3]=2)=[CH:16][CH:15]=[CH:14][CH:13]=3)[CH2:24][CH2:23]1)[CH2:19][CH2:20][CH3:21], predict the reactants needed to synthesize it. The reactants are: [N:1]1[CH:6]=[CH:5][C:4]([CH2:7][CH2:8][C:9]2[C:17]3[C:12](=[CH:13][CH:14]=[CH:15][CH:16]=3)[NH:11][CH:10]=2)=[CH:3][CH:2]=1.[CH2:18]([C:22]1([N:29]([CH3:31])[CH3:30])[CH2:27][CH2:26][C:25](=O)[CH2:24][CH2:23]1)[CH2:19][CH2:20][CH3:21].FC(F)(F)S(O)(=O)=O. (3) Given the product [CH2:8]([C:3]1[CH:4]=[CH:5][CH:6]=[CH:7][C:2]=1[B:17]([OH:22])[OH:18])[CH2:9][CH:10]=[CH2:11], predict the reactants needed to synthesize it. The reactants are: Br[C:2]1[CH:7]=[CH:6][CH:5]=[CH:4][C:3]=1[CH2:8][CH2:9][CH:10]=[CH2:11].[Li]CCCC.[B:17](OC(C)C)([O:22]C(C)C)[O:18]C(C)C. (4) Given the product [CH3:23][O:22][C:13]1[N:12]=[C:11]([C:7]2[CH:8]=[N:9][CH:10]=[C:5]([CH2:3][OH:2])[CH:6]=2)[CH:16]=[C:15]([CH2:17][O:18][CH2:19][O:20][CH3:21])[CH:14]=1, predict the reactants needed to synthesize it. The reactants are: C[O:2][C:3]([C:5]1[CH:6]=[C:7]([C:11]2[CH:16]=[C:15]([CH2:17][O:18][CH2:19][O:20][CH3:21])[CH:14]=[C:13]([O:22][CH3:23])[N:12]=2)[CH:8]=[N:9][CH:10]=1)=O.[H-].[Al+3].[Li+].[H-].[H-].[H-].